Dataset: Reaction yield outcomes from USPTO patents with 853,638 reactions. Task: Predict the reaction yield, written as a fraction of the theoretical maximum amount of product (1.0 means a 100% yield; for example, 0.34 means a 34% yield). The reactants are [NH:1]1[C:5]2[CH:6]=[CH:7][CH:8]=[C:9]([NH2:10])[C:4]=2[N:3]=[N:2]1.[CH3:11][O:12][C:13]1[C:14](=O)[C:15](=[O:19])[C:16]=1[O:17]C. The catalyst is CO. The product is [N:1]1[C:5]2[CH:6]=[CH:7][CH:8]=[C:9]([NH:10][C:14]3[C:15](=[O:19])[C:16](=[O:17])[C:13]=3[O:12][CH3:11])[C:4]=2[NH:3][N:2]=1. The yield is 0.190.